This data is from Full USPTO retrosynthesis dataset with 1.9M reactions from patents (1976-2016). The task is: Predict the reactants needed to synthesize the given product. (1) Given the product [CH2:1]([NH2:7])[CH2:2][O:3][CH2:4][CH2:5][OH:6].[CH:8](=[NH:7])[C:9]1[CH:14]=[CH:13][CH:12]=[CH:11][CH:10]=1, predict the reactants needed to synthesize it. The reactants are: [CH2:1]([NH2:7])[CH2:2][O:3][CH2:4][CH2:5][OH:6].[CH:8](=O)[C:9]1[CH:14]=[CH:13][CH:12]=[CH:11][CH:10]=1. (2) Given the product [CH2:3]([N:2]([CH3:1])[CH2:15][C:14]1[CH:17]=[CH:18][C:19]([N+:20]([O-:22])=[O:21])=[C:12]([O:11][CH3:10])[CH:13]=1)[C:4]1[CH:9]=[CH:8][CH:7]=[CH:6][CH:5]=1, predict the reactants needed to synthesize it. The reactants are: [CH3:1][NH:2][CH2:3][C:4]1[CH:9]=[CH:8][CH:7]=[CH:6][CH:5]=1.[CH3:10][O:11][C:12]1[CH:13]=[C:14]([CH:17]=[CH:18][C:19]=1[N+:20]([O-:22])=[O:21])[CH2:15]Br.